This data is from Catalyst prediction with 721,799 reactions and 888 catalyst types from USPTO. The task is: Predict which catalyst facilitates the given reaction. (1) Reactant: [N:1]1[C:10]2[C:5](=[CH:6][N:7]=[CH:8][CH:9]=2)[CH:4]=[CH:3][C:2]=1[C:11]([OH:13])=O.O.ON1C2C=CC=CC=2N=N1.[CH3:25][O:26][C:27]1[CH:28]=[C:29]([CH:32]=[CH:33][CH:34]=1)[CH2:30][NH2:31]. Product: [CH3:25][O:26][C:27]1[CH:28]=[C:29]([CH:32]=[CH:33][CH:34]=1)[CH2:30][NH:31][C:11]([C:2]1[CH:3]=[CH:4][C:5]2[C:10](=[CH:9][CH:8]=[N:7][CH:6]=2)[N:1]=1)=[O:13]. The catalyst class is: 3. (2) Reactant: CC([O-])(C)C.[K+].[Cl:7][C:8]1[C:9]([NH2:14])=[N:10][CH:11]=[N:12][CH:13]=1.[CH2:15]([O:22][C:23]1[CH:30]=[CH:29][C:26]([CH2:27]Cl)=[CH:25][CH:24]=1)[C:16]1[CH:21]=[CH:20][CH:19]=[CH:18][CH:17]=1.O. Product: [CH2:15]([O:22][C:23]1[CH:24]=[CH:25][C:26]([CH2:27][NH:14][C:9]2[C:8]([Cl:7])=[CH:13][N:12]=[CH:11][N:10]=2)=[CH:29][CH:30]=1)[C:16]1[CH:17]=[CH:18][CH:19]=[CH:20][CH:21]=1. The catalyst class is: 107. (3) Reactant: [OH:1][CH2:2][C@H:3]1[O:8][C:7]([CH3:10])([CH3:9])[O:6][C@@H:5]([CH2:11][C:12]([N:14]([O:16][CH3:17])[CH3:15])=[O:13])[CH2:4]1.ClCCl.CC(OI1(OC(C)=O)(OC(C)=O)OC(=O)C2C=CC=CC1=2)=O. Product: [CH:2]([C@H:3]1[O:8][C:7]([CH3:9])([CH3:10])[O:6][C@@H:5]([CH2:11][C:12]([N:14]([O:16][CH3:17])[CH3:15])=[O:13])[CH2:4]1)=[O:1]. The catalyst class is: 6. (4) Reactant: [F:1][C:2]1[CH:7]=[C:6]([S:8]([CH3:11])(=[O:10])=[O:9])[CH:5]=[CH:4][C:3]=1[NH:12][C@H:13]1[CH2:18][CH2:17][CH2:16][N:15]([CH:19]2[CH2:24][CH2:23][N:22](C(OC(C)(C)C)=O)[CH2:21][CH2:20]2)[C:14]1=[O:32].FC(F)(F)C(O)=O. Product: [F:1][C:2]1[CH:7]=[C:6]([S:8]([CH3:11])(=[O:10])=[O:9])[CH:5]=[CH:4][C:3]=1[NH:12][C@H:13]1[CH2:18][CH2:17][CH2:16][N:15]([CH:19]2[CH2:20][CH2:21][NH:22][CH2:23][CH2:24]2)[C:14]1=[O:32]. The catalyst class is: 2. (5) Reactant: [C:1]([O-:10])(=[O:9])[CH:2]([CH2:6][CH2:7][CH3:8])[CH2:3][CH2:4][CH3:5].O.[C:12]([O-:21])(=[O:20])[CH:13]([CH2:17][CH2:18][CH3:19])[CH2:14][CH2:15][CH3:16].[Mg+2:22].C([O-])(=O)C(CCC)CCC. Product: [C:1]([O-:10])(=[O:9])[CH:2]([CH2:6][CH2:7][CH3:8])[CH2:3][CH2:4][CH3:5].[Mg+2:22].[C:12]([O-:21])(=[O:20])[CH:13]([CH2:17][CH2:18][CH3:19])[CH2:14][CH2:15][CH3:16]. The catalyst class is: 6. (6) Reactant: [Br:1][C:2]1[CH:3]=[C:4]([C:10]2[NH:14][C:13]3[CH2:15][CH2:16][CH2:17][CH2:18][C:12]=3[N:11]=2)[C:5]([O:8]C)=[N:6][CH:7]=1. Product: [Br:1][C:2]1[CH:3]=[C:4]([C:10]2[NH:11][C:12]3[CH2:18][CH2:17][CH2:16][CH2:15][C:13]=3[N:14]=2)[C:5]([OH:8])=[N:6][CH:7]=1. The catalyst class is: 844.